From a dataset of Reaction yield outcomes from USPTO patents with 853,638 reactions. Predict the reaction yield, written as a fraction of the theoretical maximum amount of product (1.0 means a 100% yield; for example, 0.34 means a 34% yield). (1) The reactants are [OH:1][C@@H:2]([CH2:17][N:18]1[CH2:23][CH2:22][O:21][CH2:20][CH2:19]1)[CH2:3][N:4]1[CH2:9][CH2:8][C:7]2[NH:10][C:11]([CH:14]=O)=[C:12]([CH3:13])[C:6]=2[C:5]1=[O:16].[Cl:24][C:25]1[CH:26]=[C:27]2[C:31](=[CH:32][CH:33]=1)[NH:30][C:29](=[O:34])[CH2:28]2. No catalyst specified. The product is [Cl:24][C:25]1[CH:26]=[C:27]2[C:31](=[CH:32][CH:33]=1)[NH:30][C:29](=[O:34])/[C:28]/2=[CH:14]\[C:11]1[NH:10][C:7]2[CH2:8][CH2:9][N:4]([CH2:3][C@@H:2]([OH:1])[CH2:17][N:18]3[CH2:19][CH2:20][O:21][CH2:22][CH2:23]3)[C:5](=[O:16])[C:6]=2[C:12]=1[CH3:13]. The yield is 0.850. (2) The product is [N:33]1[CH:32]=[CH:31][C:30]([N:15]2[C:16]3[C:12](=[CH:11][C:10]4[CH2:18][C:2]5([O:1][CH2:5][CH2:4][O:3]5)[CH2:6][CH2:7][CH2:8][C:9]=4[CH:17]=3)[CH:13]=[N:14]2)=[CH:29][CH:28]=1. The catalyst is [Cu]I.O1CCOCC1. The yield is 0.850. The reactants are [O:1]1[CH2:5][CH2:4][O:3][C:2]21[CH2:18][C:10]1[CH:11]=[C:12]3[C:16](=[CH:17][C:9]=1[CH2:8][CH2:7][CH2:6]2)[NH:15][N:14]=[CH:13]3.P([O-])([O-])([O-])=O.[K+].[K+].[K+].[C@@H]1(N)[CH2:32][CH2:31][CH2:30][CH2:29][C@H:28]1[NH2:33].IC1C=CN=CC=1. (3) The reactants are [OH:1][C:2]1[CH:9]=[CH:8][C:5]([CH:6]=[O:7])=[CH:4][CH:3]=1.[CH2:10]([N:12]1[CH2:17][CH2:16][NH:15][CH2:14][CH2:13]1)[CH3:11].[CH2:18]=O. The catalyst is CCO. The product is [CH2:10]([N:12]1[CH2:17][CH2:16][N:15]([CH2:18][C:3]2[CH:4]=[C:5]([CH:8]=[CH:9][C:2]=2[OH:1])[CH:6]=[O:7])[CH2:14][CH2:13]1)[CH3:11]. The yield is 0.520.